Dataset: Forward reaction prediction with 1.9M reactions from USPTO patents (1976-2016). Task: Predict the product of the given reaction. (1) Given the reactants C(OC([N:8]1[CH2:44][CH2:43][C:11]2([O:15][C:14]([NH:16][C:17]3[CH:18]=[C:19]4[C:24](=[CH:25][CH:26]=3)[N:23]=[CH:22][N:21]=[C:20]4[NH:27][C:28]3[CH:33]=[CH:32][C:31]([O:34][C:35]4[CH:36]=[N:37][C:38]([CH3:41])=[CH:39][CH:40]=4)=[C:30]([CH3:42])[CH:29]=3)=[N:13][CH2:12]2)[CH2:10][CH2:9]1)=O)(C)(C)C.[C:45]([OH:51])([C:47](F)(F)F)=O.C(OC(=O)C)(=O)C, predict the reaction product. The product is: [CH3:42][C:30]1[CH:29]=[C:28]([NH:27][C:20]2[C:19]3[C:24](=[CH:25][CH:26]=[C:17]([NH:16][C:14]4[O:15][C:11]5([CH2:43][CH2:44][N:8]([C:45](=[O:51])[CH3:47])[CH2:9][CH2:10]5)[CH2:12][N:13]=4)[CH:18]=3)[N:23]=[CH:22][N:21]=2)[CH:33]=[CH:32][C:31]=1[O:34][C:35]1[CH:36]=[N:37][C:38]([CH3:41])=[CH:39][CH:40]=1. (2) The product is: [Br:1][C:2]1[CH:3]=[N:4][C:5]([N:14]2[CH2:13][CH2:12][C:11]([F:10])([C:17]([O:19][CH2:20][CH3:21])=[O:18])[CH2:16][CH2:15]2)=[N:6][CH:7]=1. Given the reactants [Br:1][C:2]1[CH:3]=[N:4][C:5](Cl)=[N:6][CH:7]=1.Cl.[F:10][C:11]1([C:17]([O:19][CH2:20][CH3:21])=[O:18])[CH2:16][CH2:15][NH:14][CH2:13][CH2:12]1.C(=O)([O-])[O-].[Cs+].[Cs+], predict the reaction product. (3) Given the reactants [OH-].[Na+].[CH2:3]([NH:10][C:11](=[O:41])[N:12]([C:14]1[CH:15]=[C:16]([C:20]2[CH:25]=[CH:24][C:23]([CH2:26][CH2:27][C:28]([O:30]C)=[O:29])=[CH:22][C:21]=2[O:32][CH2:33][CH2:34][N:35]2[CH2:40][CH2:39][O:38][CH2:37][CH2:36]2)[CH:17]=[CH:18][CH:19]=1)[CH3:13])[CH2:4][CH2:5][CH2:6][CH2:7][CH2:8][CH3:9].O, predict the reaction product. The product is: [CH2:3]([NH:10][C:11](=[O:41])[N:12]([C:14]1[CH:15]=[C:16]([C:20]2[CH:25]=[CH:24][C:23]([CH2:26][CH2:27][C:28]([OH:30])=[O:29])=[CH:22][C:21]=2[O:32][CH2:33][CH2:34][N:35]2[CH2:40][CH2:39][O:38][CH2:37][CH2:36]2)[CH:17]=[CH:18][CH:19]=1)[CH3:13])[CH2:4][CH2:5][CH2:6][CH2:7][CH2:8][CH3:9].